This data is from Forward reaction prediction with 1.9M reactions from USPTO patents (1976-2016). The task is: Predict the product of the given reaction. (1) The product is: [C:27]1([C:6]2[CH:7]=[C:8]3[C:12](=[C:4]([C:2]([NH2:1])=[O:3])[CH:5]=2)[NH:11][CH:10]=[C:9]3[CH2:13][CH:14]2[CH2:19][CH2:18][CH2:17][NH:16][CH2:15]2)[CH:28]=[CH:29][CH:30]=[CH:31][CH:32]=1. Given the reactants [NH2:1][C:2]([C:4]1[CH:5]=[C:6]([C:27]2[CH:32]=[CH:31][CH:30]=[CH:29][CH:28]=2)[CH:7]=[C:8]2[C:12]=1[NH:11][CH:10]=[C:9]2[CH2:13][CH:14]1[CH2:19][CH2:18][CH2:17][N:16](C(OC(C)(C)C)=O)[CH2:15]1)=[O:3].Cl, predict the reaction product. (2) Given the reactants [I:1][C:2]1[CH:7]=[CH:6][CH:5]=[CH:4][C:3]=1[NH:8][C:9](=[O:15])[C:10]#[C:11][CH:12]([CH3:14])[CH3:13].C(=O)([O-])[O-].[Cs+].[Cs+].[CH3:22][O:23][C:24](=[O:33])[C:25]1[CH:30]=[CH:29][CH:28]=[C:27]([CH2:31]Br)[CH:26]=1, predict the reaction product. The product is: [CH3:22][O:23][C:24](=[O:33])[C:25]1[CH:30]=[CH:29][CH:28]=[C:27]([CH2:31][N:8]([C:3]2[CH:4]=[CH:5][CH:6]=[CH:7][C:2]=2[I:1])[C:9](=[O:15])[C:10]#[C:11][CH:12]([CH3:13])[CH3:14])[CH:26]=1.